Dataset: Full USPTO retrosynthesis dataset with 1.9M reactions from patents (1976-2016). Task: Predict the reactants needed to synthesize the given product. (1) Given the product [OH:13][C:6]1[C:7]2[C:8](=[N:9][CH:10]=[CH:11][CH:12]=2)[N:4]([C:1](=[O:3])[CH3:2])[CH:5]=1, predict the reactants needed to synthesize it. The reactants are: [C:1]([N:4]1[C:8]2=[N:9][CH:10]=[CH:11][CH:12]=[C:7]2[C:6]([O:13]C(=O)C)=[CH:5]1)(=[O:3])[CH3:2].C([O-])(=O)C.[Na]. (2) Given the product [Br:29][C:30]1[N:34]([C:35]([CH3:37])([CH3:36])[CH3:38])[N:33]=[CH:32][C:31]=1[CH2:39][C:4]1([C:7]([O:9][CH2:10][CH3:11])=[O:8])[CH2:3][CH2:2][N:1]([C:12]([O:14][C:15]([CH3:17])([CH3:16])[CH3:18])=[O:13])[CH2:6][CH2:5]1, predict the reactants needed to synthesize it. The reactants are: [N:1]1([C:12]([O:14][C:15]([CH3:18])([CH3:17])[CH3:16])=[O:13])[CH2:6][CH2:5][CH:4]([C:7]([O:9][CH2:10][CH3:11])=[O:8])[CH2:3][CH2:2]1.C[Si]([N-][Si](C)(C)C)(C)C.[Li+].[Br:29][C:30]1[N:34]([C:35]([CH3:38])([CH3:37])[CH3:36])[N:33]=[CH:32][C:31]=1[CH2:39]Br. (3) Given the product [NH2:8][C:7]1[C:6]([SH:5])=[C:12]([CH:11]=[CH:10][CH:9]=1)[C:13]([OH:15])=[O:14], predict the reactants needed to synthesize it. The reactants are: [OH-].[K+].NC1[S:5][C:6]2[C:12]([C:13]([O:15]C)=[O:14])=[CH:11][CH:10]=[CH:9][C:7]=2[N:8]=1.